This data is from Forward reaction prediction with 1.9M reactions from USPTO patents (1976-2016). The task is: Predict the product of the given reaction. (1) Given the reactants [F:1][C:2]1([F:56])[C:6]2[N:7]([CH2:14][C:15]([NH:17][C@H:18]([C:28]3[C:33](C4C=CC=C5C=4N(C)N=C5NS(C)(=O)=O)=[CH:32][CH:31]=[C:30]([C:49]#[C:50][C:51]([OH:54])([CH3:53])[CH3:52])[N:29]=3)[CH2:19][C:20]3[CH:25]=[C:24]([F:26])[CH:23]=[C:22]([F:27])[CH:21]=3)=[O:16])[N:8]=[C:9]([C:10]([F:13])([F:12])[F:11])[C:5]=2[C@H:4]2[CH2:55][C@@H:3]12.[C:57]([C:60]1[CH:61]=[C:62](B(O)O)[CH:63]=[CH:64][C:65]=1[Cl:66])(=[O:59])[NH2:58].FC1(F)C2N(CC(O)=O)N=C(C(F)(F)F)C=2[C@H]2C[C@@H]12, predict the reaction product. The product is: [Cl:66][C:65]1[CH:64]=[CH:63][C:62]([C:33]2[C:28]([C@@H:18]([NH:17][C:15](=[O:16])[CH2:14][N:7]3[C:6]4[C:2]([F:1])([F:56])[C@@H:3]5[CH2:55][C@@H:4]5[C:5]=4[C:9]([C:10]([F:13])([F:11])[F:12])=[N:8]3)[CH2:19][C:20]3[CH:25]=[C:24]([F:26])[CH:23]=[C:22]([F:27])[CH:21]=3)=[N:29][C:30]([C:49]#[C:50][C:51]([OH:54])([CH3:52])[CH3:53])=[CH:31][CH:32]=2)=[CH:61][C:60]=1[C:57]([NH2:58])=[O:59]. (2) The product is: [Br:1][C:2]1[C:3]([CH:17]2[CH2:19][CH2:18]2)=[N:4][C:5]([N:10]2[CH2:15][CH2:14][NH:13][C@H:12]([CH3:16])[CH2:11]2)=[C:6]([CH:9]=1)[C:7]([O:23][CH3:22])=[O:20]. Given the reactants [Br:1][C:2]1[C:3]([CH:17]2[CH2:19][CH2:18]2)=[N:4][C:5]([N:10]2[CH2:15][CH2:14][NH:13][C@H:12]([CH3:16])[CH2:11]2)=[C:6]([CH:9]=1)[C:7]#N.[OH-:20].[Na+].[CH3:22][OH:23], predict the reaction product.